From a dataset of Forward reaction prediction with 1.9M reactions from USPTO patents (1976-2016). Predict the product of the given reaction. Given the reactants [N+:1]([C:4]1[CH:5]=[C:6]([C:11]([F:14])([F:13])[F:12])[C:7](=O)[NH:8][CH:9]=1)([O-:3])=[O:2].S(Cl)(Cl)=O.Cl[C:20]1C(C(F)(F)F)=CC([N+]([O-])=O)=[CH:22][N:21]=1.CNC, predict the reaction product. The product is: [CH3:20][N:21]([CH3:22])[C:7]1[C:6]([C:11]([F:14])([F:13])[F:12])=[CH:5][C:4]([N+:1]([O-:3])=[O:2])=[CH:9][N:8]=1.